This data is from Forward reaction prediction with 1.9M reactions from USPTO patents (1976-2016). The task is: Predict the product of the given reaction. (1) The product is: [Cl:22][C:23]1[CH:34]=[CH:33][CH:32]=[CH:31][C:24]=1[CH2:25][CH:26]1[CH2:30][CH2:29][N:28]([C:13]([C:9]2[CH:10]=[N:11][O:12][C:8]=2[C:3]2[CH:4]=[CH:5][CH:6]=[CH:7][C:2]=2[Cl:1])=[O:15])[CH2:27]1. Given the reactants [Cl:1][C:2]1[CH:7]=[CH:6][CH:5]=[CH:4][C:3]=1[C:8]1[O:12][N:11]=[CH:10][C:9]=1[C:13]([OH:15])=O.C(O)(=O)C(O)=O.[Cl:22][C:23]1[CH:34]=[CH:33][CH:32]=[CH:31][C:24]=1[CH2:25][CH:26]1[CH2:30][CH2:29][NH:28][CH2:27]1, predict the reaction product. (2) Given the reactants [F:1][C:2]1[C:3]([OH:16])=[C:4]([CH2:11][CH:12]([OH:15])CO)[CH:5]=[C:6]([N+:8]([O-:10])=[O:9])[CH:7]=1.[BH4-].[Na+].Cl, predict the reaction product. The product is: [F:1][C:2]1[CH:7]=[C:6]([N+:8]([O-:10])=[O:9])[CH:5]=[C:4]([CH2:11][CH2:12][OH:15])[C:3]=1[OH:16]. (3) Given the reactants C(OC([NH:8][C:9]1([C:15]([O:17][CH3:18])=[O:16])[CH2:14][CH2:13][NH:12][CH2:11][CH2:10]1)=O)(C)(C)C.CC1C=CC(S(O[C:30]2[C:39]3[CH2:38][CH2:37][CH2:36][C:35]4([CH2:43][CH2:42][CH2:41][CH2:40]4)[C:34]=3[N:33]=[C:32]([NH2:44])[N:31]=2)(=O)=O)=CC=1, predict the reaction product. The product is: [NH2:8][C:9]1([C:15]([O:17][CH3:18])=[O:16])[CH2:10][CH2:11][N:12]([C:30]2[C:39]3[CH2:38][CH2:37][CH2:36][C:35]4([CH2:43][CH2:42][CH2:41][CH2:40]4)[C:34]=3[N:33]=[C:32]([NH2:44])[N:31]=2)[CH2:13][CH2:14]1. (4) Given the reactants Cl.[NH2:2][C@H:3]([C:6]([OH:8])=[O:7])[CH2:4][SH:5].[CH2:9]([OH:31])[C@H:10]1[O:15][C@H:14]([O:16][C@H:17]2[C@H:22]([OH:23])[C@@H:21]([OH:24])[C@H:20](O)[O:19][C@@H:18]2[CH2:26][OH:27])[C@H:13]([OH:28])[C@@H:12]([OH:29])[C@@H:11]1[OH:30].N1C=CC=CC=1.C(O)C, predict the reaction product. The product is: [OH:24][CH:21]([CH:20]1[NH:2][CH:3]([C:6]([OH:8])=[O:7])[CH2:4][S:5]1)[CH:22]([OH:23])[CH:17]([O:16][CH:14]1[O:15][C@H:10]([CH2:9][OH:31])[C@@H:11]([OH:30])[C@H:12]([OH:29])[C@H:13]1[OH:28])[CH:18]([OH:19])[CH2:26][OH:27].